Regression. Given a peptide amino acid sequence and an MHC pseudo amino acid sequence, predict their binding affinity value. This is MHC class II binding data. From a dataset of Peptide-MHC class II binding affinity with 134,281 pairs from IEDB. (1) The peptide sequence is TDKMFFVKNPTDTGH. The MHC is DRB1_0404 with pseudo-sequence DRB1_0404. The binding affinity (normalized) is 0.655. (2) The MHC is DRB1_0401 with pseudo-sequence DRB1_0401. The peptide sequence is LGAWVLGEPKMTKAL. The binding affinity (normalized) is 0.767. (3) The peptide sequence is EDMLEVWNRVWITNN. The MHC is DRB3_0202 with pseudo-sequence DRB3_0202. The binding affinity (normalized) is 0.659. (4) The MHC is DRB1_1201 with pseudo-sequence DRB1_1201. The peptide sequence is KVPPGPNITATYGDK. The binding affinity (normalized) is 0.0996.